This data is from Full USPTO retrosynthesis dataset with 1.9M reactions from patents (1976-2016). The task is: Predict the reactants needed to synthesize the given product. Given the product [N+:12]([O-:15])([OH:14])=[O:13].[F:4][C:5]1[CH:6]=[C:7]([NH:1][C:2]([NH2:3])=[O:18])[CH:9]=[CH:10][CH:11]=1, predict the reactants needed to synthesize it. The reactants are: [N:1]#[C:2][NH2:3].[F:4][C:5]1[CH:6]=[C:7]([CH:9]=[CH:10][CH:11]=1)N.[N+:12]([O-:15])([OH:14])=[O:13].C([O:18]CC)C.